This data is from Reaction yield outcomes from USPTO patents with 853,638 reactions. The task is: Predict the reaction yield, written as a fraction of the theoretical maximum amount of product (1.0 means a 100% yield; for example, 0.34 means a 34% yield). (1) The reactants are [Cl:1][C:2]1[CH:3]=[C:4]([C:9]2[C:13]([CH2:14][CH2:15][C:16](OC)=[O:17])=[CH:12][O:11][N:10]=2)[CH:5]=[CH:6][C:7]=1[F:8].[H-].C([Al+]CC(C)C)C(C)C.Cl. The catalyst is O1CCCC1. The product is [Cl:1][C:2]1[CH:3]=[C:4]([C:9]2[C:13]([CH2:14][CH2:15][CH2:16][OH:17])=[CH:12][O:11][N:10]=2)[CH:5]=[CH:6][C:7]=1[F:8]. The yield is 0.920. (2) The reactants are [F:1][C:2]1[CH:3]=[C:4]([O:10]C)[C:5]([O:8]C)=[CH:6][CH:7]=1.[Br:12]B(Br)Br. The catalyst is ClCCl. The product is [Br:12][C:7]1[CH:6]=[C:5]([OH:8])[C:4]([OH:10])=[CH:3][C:2]=1[F:1]. The yield is 0.980. (3) The reactants are [CH2:1]([C:3]1[N:4]=[C:5]([CH2:38][CH2:39][CH3:40])[N:6]([CH2:23][C:24]2[CH:29]=[CH:28][C:27]([C:30]3[C:31]([C:36]#[N:37])=[CH:32][CH:33]=[CH:34][CH:35]=3)=[CH:26][CH:25]=2)[C:7](=[O:22])[C:8]=1[C:9]1[CH:10]=[C:11]2[C:16](=[CH:17][CH:18]=1)[O:15][C:14]([CH3:20])([CH3:19])[CH2:13][CH:12]2[OH:21])[CH3:2].[N:41]1C(C)=CC=CC=1C.FC(F)(F)S(O[Si](C(C)C)(C(C)C)C(C)C)(=O)=O.[C:67]([O:70]CC)(=[O:69])C. The catalyst is ClCCl. The product is [CH2:1]([C:3]1[N:4]=[C:5]([CH2:38][CH2:39][CH3:40])[N:6]([CH2:23][C:24]2[CH:25]=[CH:26][C:27]([C:30]3[CH:35]=[CH:34][CH:33]=[CH:32][C:31]=3[C:36]3[NH:41][C:67](=[O:69])[O:70][N:37]=3)=[CH:28][CH:29]=2)[C:7](=[O:22])[C:8]=1[C:9]1[CH:10]=[C:11]2[C:16](=[CH:17][CH:18]=1)[O:15][C:14]([CH3:20])([CH3:19])[CH2:13][CH:12]2[OH:21])[CH3:2]. The yield is 0.770. (4) The yield is 0.620. The reactants are [Br:1][C:2]1[CH:7]=[CH:6][C:5](O)=[C:4]([CH:9]([C:12]2[CH:17]=[CH:16][C:15]([CH:18]([CH3:20])[CH3:19])=[CH:14][CH:13]=2)[CH2:10][OH:11])[CH:3]=1. The catalyst is CO. The product is [Br:1][C:2]1[CH:7]=[CH:6][C:5]2[O:11][CH2:10][CH:9]([C:12]3[CH:17]=[CH:16][C:15]([CH:18]([CH3:20])[CH3:19])=[CH:14][CH:13]=3)[C:4]=2[CH:3]=1.